Dataset: Full USPTO retrosynthesis dataset with 1.9M reactions from patents (1976-2016). Task: Predict the reactants needed to synthesize the given product. (1) The reactants are: [Br:1][C:2]1[CH:7]=[CH:6][C:5]([C:8]2[C:20]3[C:11](=[CH:12][C:13]4[CH:14]=[C:15]([C:25]([O:27]CC)=[O:26])[CH:16]([C:21]([F:24])([F:23])[F:22])[O:17][C:18]=4[CH:19]=3)[O:10][CH:9]=2)=[CH:4][CH:3]=1.O.[OH-].[Li+].C(O)C. Given the product [Br:1][C:2]1[CH:7]=[CH:6][C:5]([C:8]2[C:20]3[C:11](=[CH:12][C:13]4[CH:14]=[C:15]([C:25]([OH:27])=[O:26])[CH:16]([C:21]([F:24])([F:22])[F:23])[O:17][C:18]=4[CH:19]=3)[O:10][CH:9]=2)=[CH:4][CH:3]=1, predict the reactants needed to synthesize it. (2) The reactants are: [H-].[Al+3].[Li+].[H-].[H-].[H-].[CH2:7]([O:14][CH2:15][C@H:16]([OH:21])[CH2:17][C:18]#[C:19][CH3:20])[C:8]1[CH:13]=[CH:12][CH:11]=[CH:10][CH:9]=1. Given the product [CH2:7]([O:14][CH2:15][C@H:16]([OH:21])[CH2:17]/[CH:18]=[CH:19]/[CH3:20])[C:8]1[CH:13]=[CH:12][CH:11]=[CH:10][CH:9]=1, predict the reactants needed to synthesize it. (3) The reactants are: [Cl:1][C:2]1[CH:3]=[C:4]2[C:10]3([CH2:14][CH2:13][NH:12][CH2:11]3)[CH2:9][N:8]([C:15]([NH:17][C:18]3[S:19][C:20]([Cl:23])=[CH:21][N:22]=3)=[O:16])[C:5]2=[CH:6][CH:7]=1.C([NH:31][C@H:32]([C:34](O)=[O:35])[CH3:33])(OC(C)(C)C)=O. Given the product [NH2:31][CH:32]([CH3:33])[C:34]([N:12]1[CH2:13][CH2:14][C:10]2([C:4]3[C:5](=[CH:6][CH:7]=[C:2]([Cl:1])[CH:3]=3)[N:8]([C:15]([NH:17][C:18]3[S:19][C:20]([Cl:23])=[CH:21][N:22]=3)=[O:16])[CH2:9]2)[CH2:11]1)=[O:35], predict the reactants needed to synthesize it. (4) Given the product [C:1]1([CH:7]([C:14]2[CH:19]=[CH:18][CH:17]=[CH:16][CH:15]=2)[N:8]2[CH2:11][CH:10]([C:12]([O:26][CH3:28])=[O:25])[CH2:9]2)[CH:6]=[CH:5][CH:4]=[CH:3][CH:2]=1, predict the reactants needed to synthesize it. The reactants are: [C:1]1([CH:7]([C:14]2[CH:19]=[CH:18][CH:17]=[CH:16][CH:15]=2)[N:8]2[CH2:11][CH:10]([C:12]#N)[CH2:9]2)[CH:6]=[CH:5][CH:4]=[CH:3][CH:2]=1.OS(O)(=O)=O.[OH2:25].[OH-:26].[Na+].[CH3:28]O. (5) Given the product [CH:5]1[CH:6]([C:30]#[N:32])[CH:7]=[CH:8][N:9]2[C:14]=1[C:13]1[O:15][C:16]3[CH:21]=[CH:20][CH:19]=[CH:18][C:17]=3[C:12]=1[CH:11]=[CH:10]2, predict the reactants needed to synthesize it. The reactants are: Cl.Cl.C([CH:5]1[C@@H:14]2[N:9]([CH2:10][CH2:11][C:12]3[C:17]4[CH:18]=[CH:19][CH:20]=[CH:21][C:16]=4[O:15][C:13]=32)[CH2:8][CH2:7][C@H:6]1NCCCS(N)(=O)=O)#N.[C:30](N1C=CN=C1)([N:32]1C=CN=C1)=O.Cl. (6) Given the product [F:6][C:5]([F:8])([F:7])[S:2]([O:1][C:17]1[C:25]2[C:20](=[CH:21][N:22]=[CH:23][CH:24]=2)[O:19][C:18]=1[C:26]([O:28][CH2:30][CH3:31])=[O:27])(=[O:4])=[O:3], predict the reactants needed to synthesize it. The reactants are: [O:1](S(C(F)(F)F)(=O)=O)[S:2]([C:5]([F:8])([F:7])[F:6])(=[O:4])=[O:3].O[C:17]1[C:25]2[C:20](=[CH:21][N:22]=[CH:23][CH:24]=2)[O:19][C:18]=1[C:26]([O-:28])=[O:27].N1C=CC=[CH:31][CH:30]=1. (7) Given the product [NH:42]1[CH:41]=[C:40]([C:2]2[N:7]=[CH:6][C:5]3[CH:8]=[N:9][N:10]([C:11]4[N:16]=[C:15]([N:17]5[CH2:23][CH:22]([OH:24])[CH2:21][N:20]([C:25]([O:27][C:28]([CH3:31])([CH3:30])[CH3:29])=[O:26])[CH2:19][CH2:18]5)[CH:14]=[CH:13][CH:12]=4)[C:4]=3[CH:3]=2)[CH:44]=[N:43]1, predict the reactants needed to synthesize it. The reactants are: Cl[C:2]1[N:7]=[CH:6][C:5]2[CH:8]=[N:9][N:10]([C:11]3[N:16]=[C:15]([N:17]4[CH2:23][CH:22]([OH:24])[CH2:21][N:20]([C:25]([O:27][C:28]([CH3:31])([CH3:30])[CH3:29])=[O:26])[CH2:19][CH2:18]4)[CH:14]=[CH:13][CH:12]=3)[C:4]=2[CH:3]=1.CC1(C)C(C)(C)OB([C:40]2[CH:41]=[N:42][NH:43][CH:44]=2)O1.C([O-])([O-])=O.[Na+].[Na+]. (8) Given the product [CH3:11][C:12]1([C:16]2[NH:3][CH:4]=[C:5]([C:7]([F:10])([F:9])[F:8])[N:6]=2)[CH2:15][O:14][CH2:13]1, predict the reactants needed to synthesize it. The reactants are: CC1[NH:3][CH:4]=[C:5]([C:7]([F:10])([F:9])[F:8])[N:6]=1.[CH3:11][C:12]1([CH:16]=O)[CH2:15][O:14][CH2:13]1. (9) Given the product [ClH:32].[C:21]([C:18]1[CH:17]=[CH:16][C:15]([N:11]2[CH2:12][CH2:13][CH2:14][NH:8][CH2:9][CH2:10]2)=[CH:20][CH:19]=1)([CH3:24])([CH3:22])[CH3:23], predict the reactants needed to synthesize it. The reactants are: C(OC([N:8]1[CH2:14][CH2:13][CH2:12][N:11]([C:15]2[CH:20]=[CH:19][C:18]([C:21]([CH3:24])([CH3:23])[CH3:22])=[CH:17][CH:16]=2)[CH2:10][CH2:9]1)=O)(C)(C)C.FC(F)(F)C(O)=O.[Cl:32]CCl.